From a dataset of Blood-brain barrier permeability classification from the B3DB database. Regression/Classification. Given a drug SMILES string, predict its absorption, distribution, metabolism, or excretion properties. Task type varies by dataset: regression for continuous measurements (e.g., permeability, clearance, half-life) or binary classification for categorical outcomes (e.g., BBB penetration, CYP inhibition). Dataset: b3db_classification. (1) The compound is CC(C)(C)[C@H](O)C=Cc1ccc2c(c1)OCO2. The result is 1 (penetrates BBB). (2) The drug is COc1cccc(C(=O)NC2C[C@@H]3CC[C@@H](C2)N3Cc2ccccc2)c1OC. The result is 1 (penetrates BBB). (3) The molecule is C1=C(C=C2NCCN2)CCc2ccccc21. The result is 1 (penetrates BBB). (4) The drug is Cc1ccccc1OC[C@H](C)NC(=O)CSCc1ccc([N+](=O)[O-])cc1. The result is 1 (penetrates BBB).